Predict the reactants needed to synthesize the given product. From a dataset of Full USPTO retrosynthesis dataset with 1.9M reactions from patents (1976-2016). (1) The reactants are: [CH2:1]([OH:8])[C:2]1[CH:7]=[CH:6][CH:5]=[CH:4][CH:3]=1.[H-].[Na+].[Br:11][C:12]1[CH:17]=[C:16](F)[CH:15]=[C:14]([F:19])[CH:13]=1. Given the product [CH2:1]([O:8][C:16]1[CH:15]=[C:14]([F:19])[CH:13]=[C:12]([Br:11])[CH:17]=1)[C:2]1[CH:7]=[CH:6][CH:5]=[CH:4][CH:3]=1, predict the reactants needed to synthesize it. (2) Given the product [CH3:8][O:9][C:10](=[O:60])[C@@H:11]([NH:52][C:53]([O:55][C:56]([CH3:59])([CH3:58])[CH3:57])=[O:54])[C:12]1[CH:17]=[CH:16][C:15]([Cl:61])=[CH:14][CH:13]=1, predict the reactants needed to synthesize it. The reactants are: FC(F)(F)C(O)=O.[CH3:8][O:9][C:10](=[O:60])[C@@H:11]([NH:52][C:53]([O:55][C:56]([CH3:59])([CH3:58])[CH3:57])=[O:54])[C:12]1[CH:17]=[CH:16][C:15](C2C=CC(C(C3C=CC(CCC(O[Si](C(C)(C)C)(C)C)C(C)(C)C)=C(C)C=3)(CC)CC)=CC=2C)=[CH:14][CH:13]=1.[Cl:61]CCl.